Dataset: Forward reaction prediction with 1.9M reactions from USPTO patents (1976-2016). Task: Predict the product of the given reaction. (1) Given the reactants C1(C)C=CC=CC=1.C(=O)([O-])O.[Na+].I[C:14]1[C:19]([O:20][C:21]2[C:30]3[C:25](=[CH:26][C:27]([O:33][CH3:34])=[C:28]([O:31][CH3:32])[CH:29]=3)[N:24]=[CH:23][CH:22]=2)=[CH:18][CH:17]=[C:16]([CH3:35])[N:15]=1.[OH:36][C:37]1[CH:42]=[CH:41][CH:40]=[CH:39][C:38]=1B(O)O, predict the reaction product. The product is: [CH3:32][O:31][C:28]1[CH:29]=[C:30]2[C:25](=[CH:26][C:27]=1[O:33][CH3:34])[N:24]=[CH:23][CH:22]=[C:21]2[O:20][C:19]1[C:14]([C:38]2[CH:39]=[CH:40][CH:41]=[CH:42][C:37]=2[OH:36])=[N:15][C:16]([CH3:35])=[CH:17][CH:18]=1. (2) Given the reactants [OH:1][C:2]1([CH2:9][NH:10][C:11]([C:13]2[C:14]3[CH:15]=[CH:16][C:17]([C:24]4[CH2:28][CH2:27][C:26](=[O:29])[CH:25]=4)=[N:18][C:19]=3[CH:20]=[CH:21][C:22]=2[Cl:23])=[O:12])[CH2:7][CH2:6][CH2:5][CH:4]([CH3:8])[CH2:3]1.C([SiH](CC)CC)C, predict the reaction product. The product is: [OH:1][C:2]1([CH2:9][NH:10][C:11]([C:13]2[C:14]3[CH:15]=[CH:16][C:17]([CH:24]4[CH2:28][CH2:27][C:26](=[O:29])[CH2:25]4)=[N:18][C:19]=3[CH:20]=[CH:21][C:22]=2[Cl:23])=[O:12])[CH2:7][CH2:6][CH2:5][CH:4]([CH3:8])[CH2:3]1. (3) Given the reactants [Br:1][C:2]1[CH:3]=[C:4]([C:11]([F:14])([F:13])[F:12])[C:5]([C:8](=[O:10])[CH3:9])=[N:6][CH:7]=1.[Br-:15].[Br-].[Br-].C1([N+](C)(C)C)C=CC=CC=1.C1([N+](C)(C)C)C=CC=CC=1.C1([N+](C)(C)C)C=CC=CC=1, predict the reaction product. The product is: [Br:15][CH2:9][C:8]([C:5]1[C:4]([C:11]([F:14])([F:12])[F:13])=[CH:3][C:2]([Br:1])=[CH:7][N:6]=1)=[O:10]. (4) The product is: [ClH:2].[Cl:2][C:3]1[CH:4]=[C:5]([CH:42]=[CH:43][C:44]=1[Cl:45])[CH2:6][C@H:7]1[CH2:11][NH:10][C@H:9]([CH2:19][CH2:20][NH:21][C:22](=[O:41])[CH2:23][S:24][C:25]2[N:26]=[CH:27][C:28]([C:31]3[CH:36]=[CH:35][C:34]([O:37][CH3:38])=[C:33]([O:39][CH3:40])[CH:32]=3)=[CH:29][N:30]=2)[CH2:8]1. Given the reactants Cl.[Cl:2][C:3]1[CH:4]=[C:5]([CH:42]=[CH:43][C:44]=1[Cl:45])[CH2:6][C@H:7]1[CH2:11][N:10](C(OC(C)(C)C)=O)[C@H:9]([CH2:19][CH2:20][NH:21][C:22](=[O:41])[CH2:23][S:24][C:25]2[N:30]=[CH:29][C:28]([C:31]3[CH:36]=[CH:35][C:34]([O:37][CH3:38])=[C:33]([O:39][CH3:40])[CH:32]=3)=[CH:27][N:26]=2)[CH2:8]1.FC(F)(F)C(O)=O, predict the reaction product. (5) Given the reactants [Mg].II.Cl[CH:5]1[CH2:10][CH2:9][O:8][CH2:7][CH2:6]1.[F:11][C:12]([F:45])([F:44])[C:13]1[CH:14]=[C:15]([CH:37]=[C:38]([C:40]([F:43])([F:42])[F:41])[CH:39]=1)[CH2:16][N:17]([CH2:24][C:25]1[CH:32]=[C:31]([C:33]([F:36])([F:35])[F:34])[CH:30]=[CH:29][C:26]=1[CH:27]=[O:28])[C:18]1[N:19]=[N:20][N:21]([CH3:23])[N:22]=1.C[Si](Cl)(C)C, predict the reaction product. The product is: [F:45][C:12]([F:11])([F:44])[C:13]1[CH:14]=[C:15]([CH:37]=[C:38]([C:40]([F:41])([F:42])[F:43])[CH:39]=1)[CH2:16][N:17]([CH2:24][C:25]1[CH:32]=[C:31]([C:33]([F:36])([F:35])[F:34])[CH:30]=[CH:29][C:26]=1[CH:27]([CH:5]1[CH2:10][CH2:9][O:8][CH2:7][CH2:6]1)[OH:28])[C:18]1[N:19]=[N:20][N:21]([CH3:23])[N:22]=1.